Dataset: Full USPTO retrosynthesis dataset with 1.9M reactions from patents (1976-2016). Task: Predict the reactants needed to synthesize the given product. (1) Given the product [F:33][C:2]([F:1])([F:32])[C:3]1[CH:4]=[C:5]([C:9]#[C:10][C:11]2[N:15]3[CH:16]=[CH:17][CH:18]=[CH:19][C:14]3=[N:13][C:12]=2[CH2:20][O:21][C:22]2[CH:31]=[CH:30][CH:29]=[CH:28][C:23]=2[CH2:24][OH:25])[CH:6]=[CH:7][CH:8]=1, predict the reactants needed to synthesize it. The reactants are: [F:1][C:2]([F:33])([F:32])[C:3]1[CH:4]=[C:5]([C:9]#[C:10][C:11]2[N:15]3[CH:16]=[CH:17][CH:18]=[CH:19][C:14]3=[N:13][C:12]=2[CH2:20][O:21][C:22]2[CH:31]=[CH:30][CH:29]=[CH:28][C:23]=2[C:24](OC)=[O:25])[CH:6]=[CH:7][CH:8]=1.COCCO[AlH2-]OCCOC.[Na+].O.[OH-].[Na+]. (2) Given the product [CH2:12]([N:19]1[C:23]2[N:24]=[C:25]([NH:1][C:2]3[CH:9]=[CH:8][C:5]([C:6]#[N:7])=[CH:4][CH:3]=3)[N:26]=[C:27]([O:28][C:29]3[C:30]([CH3:38])=[CH:31][C:32]([C:33]#[N:34])=[CH:35][C:36]=3[CH3:37])[C:22]=2[CH:21]=[CH:20]1)[C:13]1[CH:18]=[CH:17][CH:16]=[CH:15][CH:14]=1, predict the reactants needed to synthesize it. The reactants are: [NH2:1][C:2]1[CH:9]=[CH:8][C:5]([C:6]#[N:7])=[CH:4][CH:3]=1.[H-].[Na+].[CH2:12]([N:19]1[C:23]2[N:24]=[C:25](F)[N:26]=[C:27]([O:28][C:29]3[C:36]([CH3:37])=[CH:35][C:32]([C:33]#[N:34])=[CH:31][C:30]=3[CH3:38])[C:22]=2[CH:21]=[CH:20]1)[C:13]1[CH:18]=[CH:17][CH:16]=[CH:15][CH:14]=1.